This data is from Catalyst prediction with 721,799 reactions and 888 catalyst types from USPTO. The task is: Predict which catalyst facilitates the given reaction. Reactant: [CH3:1][C:2]1[CH:3]=[CH:4][C:5]([Sn](CCCC)(CCCC)CCCC)=[N:6][CH:7]=1.Cl[C:22]1[N:27]=[C:26]([CH3:28])[N:25]=[C:24]([N:29]2[CH2:32][CH:31]([C:33]3[N:37]([CH3:38])[C:36]4[CH:39]=[CH:40][CH:41]=[CH:42][C:35]=4[N:34]=3)[CH2:30]2)[CH:23]=1. Product: [CH3:38][N:37]1[C:36]2[CH:39]=[CH:40][CH:41]=[CH:42][C:35]=2[N:34]=[C:33]1[CH:31]1[CH2:32][N:29]([C:24]2[CH:23]=[C:22]([C:5]3[CH:4]=[CH:3][C:2]([CH3:1])=[CH:7][N:6]=3)[N:27]=[C:26]([CH3:28])[N:25]=2)[CH2:30]1. The catalyst class is: 455.